From a dataset of Full USPTO retrosynthesis dataset with 1.9M reactions from patents (1976-2016). Predict the reactants needed to synthesize the given product. (1) Given the product [C:14]([CH2:13][O:12][C:4]1[CH:3]=[C:2]([Cl:1])[CH:11]=[CH:10][C:5]=1[C:6]([OH:8])=[O:7])([OH:16])=[O:15], predict the reactants needed to synthesize it. The reactants are: [Cl:1][C:2]1[CH:11]=[CH:10][C:5]([C:6]([O:8]C)=[O:7])=[C:4]([O:12][CH2:13][C:14]([O:16]CC)=[O:15])[CH:3]=1.[OH-].[K+]. (2) Given the product [Cl:17][C:7]1[C:6]([CH:3]([CH3:5])[CH3:4])=[CH:11][C:10]([OH:12])=[C:9]([CH3:13])[CH:8]=1, predict the reactants needed to synthesize it. The reactants are: II.[CH:3]([C:6]1[CH:7]=[CH:8][C:9]([CH3:13])=[C:10]([OH:12])[CH:11]=1)([CH3:5])[CH3:4].S(Cl)([Cl:17])(=O)=O.ClCCl. (3) Given the product [Cl:1][C:2]1[N:7]=[C:6]([NH:8][CH2:9][CH:10]2[O:47][CH2:14][CH2:13][N:12]([C:16]([O:18][C:19]([CH3:22])([CH3:21])[CH3:20])=[O:17])[CH2:11]2)[C:5]([C:23]#[C:24][C:25]2[CH:30]=[CH:29][CH:28]=[CH:27][C:26]=2[Cl:31])=[CH:4][N:3]=1, predict the reactants needed to synthesize it. The reactants are: [Cl:1][C:2]1[N:7]=[C:6]([NH:8][CH2:9][C@H:10]2C[CH2:14][CH2:13][N:12]([C:16]([O:18][C:19]([CH3:22])([CH3:21])[CH3:20])=[O:17])[CH2:11]2)[C:5]([C:23]#[C:24][C:25]2[CH:30]=[CH:29][CH:28]=[CH:27][C:26]=2[Cl:31])=[CH:4][N:3]=1.BrC1C(NCC2[O:47]CCN(C(OC(C)(C)C)=O)C2)=NC(Cl)=NC=1.